This data is from Catalyst prediction with 721,799 reactions and 888 catalyst types from USPTO. The task is: Predict which catalyst facilitates the given reaction. Product: [I:11][C:6]1[CH:5]=[C:4]([CH:1]([CH3:3])[CH3:2])[CH:9]=[CH:8][C:7]=1[OH:10]. Reactant: [CH:1]([C:4]1[CH:9]=[CH:8][C:7]([OH:10])=[CH:6][CH:5]=1)([CH3:3])[CH3:2].[I:11]N1C(=O)CCC1=O.CC1C=CC(S(O)(=O)=O)=CC=1. The catalyst class is: 2.